Dataset: Forward reaction prediction with 1.9M reactions from USPTO patents (1976-2016). Task: Predict the product of the given reaction. (1) Given the reactants [Br:1][C:2]1[CH:3]=[C:4]([NH:23][CH2:24][C:25]2[N:26]=[N:27][N:28]([CH:30]3[CH2:35][CH2:34][NH:33][CH2:32][CH2:31]3)[CH:29]=2)[CH:5]=[C:6]2[C:11]=1[N:10]=[CH:9][C:8]([C:12]#[N:13])=[C:7]2[NH:14][C:15]1[CH:20]=[CH:19][C:18]([F:21])=[C:17]([Cl:22])[CH:16]=1.Cl[CH:37](Cl)C.C=O.C(O[BH-](OC(=O)C)OC(=O)C)(=O)C.[Na+], predict the reaction product. The product is: [Br:1][C:2]1[CH:3]=[C:4]([NH:23][CH2:24][C:25]2[N:26]=[N:27][N:28]([CH:30]3[CH2:35][CH2:34][N:33]([CH3:37])[CH2:32][CH2:31]3)[CH:29]=2)[CH:5]=[C:6]2[C:11]=1[N:10]=[CH:9][C:8]([C:12]#[N:13])=[C:7]2[NH:14][C:15]1[CH:20]=[CH:19][C:18]([F:21])=[C:17]([Cl:22])[CH:16]=1. (2) Given the reactants [CH3:1][C:2]1([CH3:18])[C:6]([CH3:8])([CH3:7])[O:5][B:4]([C:9]2[CH:17]=[CH:16][C:12]([C:13]([OH:15])=O)=[CH:11][CH:10]=2)[O:3]1.Cl.[F:20][C:21]1([F:27])[CH2:26][CH2:25][NH:24][CH2:23][CH2:22]1.CN(C(ON1N=NC2C=CC=NC1=2)=[N+](C)C)C.F[P-](F)(F)(F)(F)F, predict the reaction product. The product is: [F:20][C:21]1([F:27])[CH2:26][CH2:25][N:24]([C:13]([C:12]2[CH:11]=[CH:10][C:9]([B:4]3[O:5][C:6]([CH3:7])([CH3:8])[C:2]([CH3:1])([CH3:18])[O:3]3)=[CH:17][CH:16]=2)=[O:15])[CH2:23][CH2:22]1. (3) Given the reactants CS(C)=O.C(Cl)(=O)C(Cl)=O.[OH:11][CH2:12][CH2:13][CH2:14][N:15]([CH3:23])[C:16](=[O:22])[O:17][C:18]([CH3:21])([CH3:20])[CH3:19].C(N(CC)CC)C, predict the reaction product. The product is: [CH3:23][N:15]([CH2:14][CH2:13][CH:12]=[O:11])[C:16](=[O:22])[O:17][C:18]([CH3:21])([CH3:19])[CH3:20]. (4) Given the reactants [F:1][C:2]([F:26])([F:25])[CH2:3][O:4][CH2:5][CH2:6][O:7][C:8]1[CH:13]=[CH:12][N:11]=[C:10]([CH2:14][S:15][C:16]2[NH:20][C:19]3[CH:21]=[CH:22][CH:23]=[CH:24][C:18]=3[N:17]=2)[CH:9]=1.C(C(C(C(OCC)=O)O)O)(OCC)=[O:28].C(N(CC)C(C)C)(C)C.OOOO.C1(C(C)C)C=CC=CC=1.C(=O)(O)[O-].[Na+], predict the reaction product. The product is: [F:26][C:2]([F:1])([F:25])[CH2:3][O:4][CH2:5][CH2:6][O:7][C:8]1[CH:13]=[CH:12][N:11]=[C:10]([CH2:14][S:15]([C:16]2[NH:17][C:18]3[CH:24]=[CH:23][CH:22]=[CH:21][C:19]=3[N:20]=2)=[O:28])[CH:9]=1. (5) Given the reactants [NH2:1][CH2:2][CH2:3][CH2:4][CH2:5][CH2:6][CH2:7][CH2:8][CH2:9][CH2:10][C:11]([OH:13])=[O:12].[OH-].[Na+].[Cl:16][C:17]1[CH:25]=[C:24]([Cl:26])[CH:23]=[C:19]([C:20]([O-])=[O:21])[C:18]=1[OH:27].Cl, predict the reaction product. The product is: [Cl:16][C:17]1[CH:25]=[C:24]([Cl:26])[CH:23]=[C:19]([C:20]([NH:1][CH2:2][CH2:3][CH2:4][CH2:5][CH2:6][CH2:7][CH2:8][CH2:9][CH2:10][C:11]([OH:13])=[O:12])=[O:21])[C:18]=1[OH:27].